This data is from Forward reaction prediction with 1.9M reactions from USPTO patents (1976-2016). The task is: Predict the product of the given reaction. (1) Given the reactants [CH:1]1([N:6]2[CH2:12][C:11]([CH3:14])([CH3:13])[C:10](=[O:15])[N:9]([CH3:16])[C:8]3[CH:17]=[N:18][C:19]([NH:21][C:22]4[CH:30]=[CH:29][C:25]([C:26](O)=[O:27])=[CH:24][C:23]=4[O:31][CH3:32])=[N:20][C:7]2=3)[CH2:5][CH2:4][CH2:3][CH2:2]1.CCN(C(C)C)C(C)C.CN(C([O:49]N1N=NC2C=CC=CC1=2)=[N+](C)C)C.[B-](F)(F)(F)F.C(N1C[CH2:76][CH2:75][N:74]([CH:78]2[CH2:83][CH2:82][CH:81]([NH2:84])[CH2:80][CH2:79]2)[CH2:73][CH2:72]1)C1C=CC=CC=1, predict the reaction product. The product is: [CH:1]1([N:6]2[CH2:12][C:11]([CH3:13])([CH3:14])[C:10](=[O:15])[N:9]([CH3:16])[C:8]3[CH:17]=[N:18][C:19]([NH:21][C:22]4[CH:30]=[CH:29][C:25]([C:26]([NH:84][C@H:81]5[CH2:82][CH2:83][C@H:78]([N:74]6[CH2:75][CH2:76][O:49][CH2:72][CH2:73]6)[CH2:79][CH2:80]5)=[O:27])=[CH:24][C:23]=4[O:31][CH3:32])=[N:20][C:7]2=3)[CH2:5][CH2:4][CH2:3][CH2:2]1. (2) Given the reactants [Br:1][C:2]1[CH:3]=[C:4](C=O)[S:5][C:6]=1[N+:7]([O-:9])=[O:8].[Cl-].[NH4+].[CH:14]([O:21][CH2:22][CH3:23])([O:18][CH2:19][CH3:20])OCC, predict the reaction product. The product is: [Br:1][C:2]1[CH:3]=[C:4]([CH:14]([O:18][CH2:19][CH3:20])[O:21][CH2:22][CH3:23])[S:5][C:6]=1[N+:7]([O-:9])=[O:8]. (3) Given the reactants [Br:1][C:2]1[CH:3]=[C:4]2[C:9](=[C:10]([Cl:12])[CH:11]=1)[N:8]=[C:7](Cl)[N:6]=[CH:5]2.[NH2:14][C:15]1[CH:16]=[C:17]([NH:25][C:26](=[O:28])[CH3:27])[CH:18]=[C:19]([CH2:21][N:22]([CH3:24])[CH3:23])[CH:20]=1.Cl.O1CCOCC1, predict the reaction product. The product is: [Br:1][C:2]1[CH:3]=[C:4]2[C:9](=[C:10]([Cl:12])[CH:11]=1)[N:8]=[C:7]([NH:14][C:15]1[CH:16]=[C:17]([NH:25][C:26](=[O:28])[CH3:27])[CH:18]=[C:19]([CH2:21][N:22]([CH3:24])[CH3:23])[CH:20]=1)[N:6]=[CH:5]2. (4) Given the reactants [N:1]12[CH2:8][CH2:7][CH:4]([CH2:5][CH2:6]1)[C@H:3]([O:9][C:10]1[N:15]=[CH:14][C:13]([C:16]3[CH:17]=[C:18]([CH:20]=[CH:21][CH:22]=3)[NH2:19])=[CH:12][N:11]=1)[CH2:2]2.[C:23]([OH:30])(=[O:29])/[CH:24]=[CH:25]/[C:26]([OH:28])=[O:27], predict the reaction product. The product is: [C:23]([OH:30])(=[O:29])/[CH:24]=[CH:25]/[C:26]([OH:28])=[O:27].[N:1]12[CH2:6][CH2:5][CH:4]([CH2:7][CH2:8]1)[C@H:3]([O:9][C:10]1[N:15]=[CH:14][C:13]([C:16]3[CH:17]=[C:18]([CH:20]=[CH:21][CH:22]=3)[NH2:19])=[CH:12][N:11]=1)[CH2:2]2. (5) Given the reactants [F:1][C:2]1[CH:10]=[CH:9][CH:8]=[C:7]2[C:3]=1[C:4]([C:11]([OH:13])=[O:12])=[CH:5][NH:6]2.[CH3:14]O, predict the reaction product. The product is: [CH3:14][O:12][C:11]([C:4]1[C:3]2[C:7](=[CH:8][CH:9]=[CH:10][C:2]=2[F:1])[NH:6][CH:5]=1)=[O:13].